Dataset: TCR-epitope binding with 47,182 pairs between 192 epitopes and 23,139 TCRs. Task: Binary Classification. Given a T-cell receptor sequence (or CDR3 region) and an epitope sequence, predict whether binding occurs between them. The TCR CDR3 sequence is CASSLGSREDYGYTF. Result: 0 (the TCR does not bind to the epitope). The epitope is FLYNLLTRV.